This data is from Reaction yield outcomes from USPTO patents with 853,638 reactions. The task is: Predict the reaction yield, written as a fraction of the theoretical maximum amount of product (1.0 means a 100% yield; for example, 0.34 means a 34% yield). (1) The reactants are [OH:1][C@@H:2]([CH3:7])[CH2:3][C:4]([OH:6])=[O:5].O1[B:13]([C@@H:14]([NH:19][C:20](=[O:38])[C@@H:21]([NH:29][C:30]([C:32]2[CH:37]=[N:36][CH:35]=[CH:34][N:33]=2)=[O:31])[CH2:22][C:23]2[CH:28]=[CH:27][CH:26]=[CH:25][CH:24]=2)[CH2:15][CH:16]([CH3:18])[CH3:17])O[B:13]([C@@H:14]([NH:19][C:20](=[O:38])[C@@H:21]([NH:29][C:30]([C:32]2[CH:37]=[N:36][CH:35]=[CH:34][N:33]=2)=[O:31])[CH2:22][C:23]2[CH:28]=[CH:27][CH:26]=[CH:25][CH:24]=2)[CH2:15][CH:16]([CH3:18])[CH3:17])O[B:13]1[C@@H:14]([NH:19][C:20](=[O:38])[C@@H:21]([NH:29][C:30]([C:32]1[CH:37]=[N:36][CH:35]=[CH:34][N:33]=1)=[O:31])[CH2:22][C:23]1[CH:28]=[CH:27][CH:26]=[CH:25][CH:24]=1)[CH2:15][CH:16]([CH3:18])[CH3:17]. The catalyst is CCOC(C)=O. The product is [CH2:22]([C@H:21]([NH:29][C:30]([C:32]1[CH:37]=[N:36][CH:35]=[CH:34][N:33]=1)=[O:31])[C:20]([NH:19][C@H:14]([B:13]1[O:1][C@@H:2]([CH3:7])[CH2:3][C:4](=[O:6])[O:5]1)[CH2:15][CH:16]([CH3:18])[CH3:17])=[O:38])[C:23]1[CH:28]=[CH:27][CH:26]=[CH:25][CH:24]=1. The yield is 0.960. (2) The reactants are [NH2:1][C:2]1[CH:7]=[N:6][CH:5]=[CH:4][N:3]=1.C[Si]([N-][Si](C)(C)C)(C)C.[Na+].Cl[C:19]1[N:24]=[C:23]([N:25]2[CH2:30][CH2:29][O:28][CH2:27][CH2:26]2)[N:22]=[C:21]([N:31]2[C:35]3[CH:36]=[CH:37][CH:38]=[CH:39][C:34]=3[N:33]=[C:32]2[CH:40]([F:42])[F:41])[N:20]=1. The catalyst is C1COCC1.C(O)(=O)C.O. The product is [F:42][CH:40]([F:41])[C:32]1[N:31]([C:21]2[N:22]=[C:23]([N:25]3[CH2:26][CH2:27][O:28][CH2:29][CH2:30]3)[N:24]=[C:19]([NH:1][C:2]3[CH:7]=[N:6][CH:5]=[CH:4][N:3]=3)[N:20]=2)[C:35]2[CH:36]=[CH:37][CH:38]=[CH:39][C:34]=2[N:33]=1. The yield is 0.540. (3) The reactants are [CH2:1]([N:3]([CH2:11][C:12]1[CH:13]=[C:14]([C:18]2[CH:23]=[CH:22][C:21]([CH:24]=O)=[CH:20][CH:19]=2)[CH:15]=[CH:16][CH:17]=1)[C:4](=[O:10])[O:5][C:6]([CH3:9])([CH3:8])[CH3:7])[CH3:2].[S:26]1[CH2:30][C:29](=[O:31])[NH:28][C:27]1=[O:32]. No catalyst specified. The product is [O:32]=[C:27]1[NH:28][C:29](=[O:31])[C:30](=[CH:24][C:21]2[CH:20]=[CH:19][C:18]([C:14]3[CH:15]=[CH:16][CH:17]=[C:12]([CH2:11][N:3]([CH2:1][CH3:2])[C:4](=[O:10])[O:5][C:6]([CH3:7])([CH3:9])[CH3:8])[CH:13]=3)=[CH:23][CH:22]=2)[S:26]1. The yield is 0.920. (4) The product is [Cl:1][C:2]1[CH:23]=[CH:22][C:5]([O:6][C:7]2[CH:12]=[CH:11][CH:10]=[CH:9][C:8]=2[NH:13][C:14]([CH:16]2[CH2:17][CH2:18][N:19]([C:30](=[O:37])[C:31]3[CH:36]=[CH:35][CH:34]=[CH:33][CH:32]=3)[CH2:20][CH2:21]2)=[O:15])=[CH:4][CH:3]=1. The catalyst is C(Cl)Cl. The yield is 0.830. The reactants are [Cl:1][C:2]1[CH:23]=[CH:22][C:5]([O:6][C:7]2[CH:12]=[CH:11][CH:10]=[CH:9][C:8]=2[NH:13][C:14]([CH:16]2[CH2:21][CH2:20][NH:19][CH2:18][CH2:17]2)=[O:15])=[CH:4][CH:3]=1.N1C=CC=CC=1.[C:30](Cl)(=[O:37])[C:31]1[CH:36]=[CH:35][CH:34]=[CH:33][CH:32]=1. (5) The reactants are [CH3:1][C:2]1([CH3:12])[S:7][CH2:6][CH2:5][NH:4][C@H:3]1[C:8]([O:10][CH3:11])=[O:9].CN1CCOCC1.[CH2:20]([O:24][C:25]1[CH:30]=[CH:29][C:28]([S:31](Cl)(=[O:33])=[O:32])=[CH:27][CH:26]=1)[CH:21]=[C:22]=[CH2:23]. The catalyst is C(Cl)Cl. The product is [CH2:20]([O:24][C:25]1[CH:30]=[CH:29][C:28]([S:31]([N:4]2[CH2:5][CH2:6][S:7][C:2]([CH3:12])([CH3:1])[C@@H:3]2[C:8]([O:10][CH3:11])=[O:9])(=[O:33])=[O:32])=[CH:27][CH:26]=1)[CH:21]=[C:22]=[CH2:23]. The yield is 0.520. (6) The reactants are [F:1][C:2]1[CH:3]=[C:4]([C:26](=[O:28])[CH3:27])[CH:5]=[CH:6][C:7]=1[N:8]1[CH2:13][CH2:12][N:11]([C:14](=[O:25])[C:15]2[CH:20]=[C:19]([N+:21]([O-:23])=[O:22])[CH:18]=[CH:17][C:16]=2F)[CH2:10][CH2:9]1.[NH:29]1[CH2:34][CH2:33][O:32][CH2:31][CH2:30]1. The catalyst is O. The product is [N:29]1([C:16]2[CH:17]=[CH:18][C:19]([N+:21]([O-:23])=[O:22])=[CH:20][C:15]=2[C:14]([N:11]2[CH2:10][CH2:9][N:8]([C:7]3[CH:6]=[CH:5][C:4]([C:26](=[O:28])[CH3:27])=[CH:3][C:2]=3[F:1])[CH2:13][CH2:12]2)=[O:25])[CH2:34][CH2:33][O:32][CH2:31][CH2:30]1. The yield is 0.930.